Dataset: NCI-60 drug combinations with 297,098 pairs across 59 cell lines. Task: Regression. Given two drug SMILES strings and cell line genomic features, predict the synergy score measuring deviation from expected non-interaction effect. (1) Cell line: MALME-3M. Drug 2: C1=NNC2=C1C(=O)NC=N2. Drug 1: C1=C(C(=O)NC(=O)N1)N(CCCl)CCCl. Synergy scores: CSS=5.22, Synergy_ZIP=-5.52, Synergy_Bliss=-4.44, Synergy_Loewe=-18.1, Synergy_HSA=-6.12. (2) Drug 1: CC(CN1CC(=O)NC(=O)C1)N2CC(=O)NC(=O)C2. Drug 2: CC1=CC2C(CCC3(C2CCC3(C(=O)C)OC(=O)C)C)C4(C1=CC(=O)CC4)C. Cell line: NCI-H322M. Synergy scores: CSS=9.03, Synergy_ZIP=1.36, Synergy_Bliss=7.10, Synergy_Loewe=1.42, Synergy_HSA=2.88. (3) Drug 1: CC12CCC(CC1=CCC3C2CCC4(C3CC=C4C5=CN=CC=C5)C)O. Drug 2: C1CC(=O)NC(=O)C1N2C(=O)C3=CC=CC=C3C2=O. Cell line: MDA-MB-435. Synergy scores: CSS=14.2, Synergy_ZIP=3.01, Synergy_Bliss=9.66, Synergy_Loewe=6.43, Synergy_HSA=8.58. (4) Drug 1: C1=CC=C(C(=C1)C(C2=CC=C(C=C2)Cl)C(Cl)Cl)Cl. Drug 2: CC(C)(C#N)C1=CC(=CC(=C1)CN2C=NC=N2)C(C)(C)C#N. Cell line: A549. Synergy scores: CSS=0.518, Synergy_ZIP=0.465, Synergy_Bliss=1.76, Synergy_Loewe=-0.0263, Synergy_HSA=-0.258. (5) Drug 1: CC(C1=C(C=CC(=C1Cl)F)Cl)OC2=C(N=CC(=C2)C3=CN(N=C3)C4CCNCC4)N. Drug 2: CCC1(C2=C(COC1=O)C(=O)N3CC4=CC5=C(C=CC(=C5CN(C)C)O)N=C4C3=C2)O.Cl. Cell line: HL-60(TB). Synergy scores: CSS=69.5, Synergy_ZIP=0.0511, Synergy_Bliss=0.426, Synergy_Loewe=-17.4, Synergy_HSA=-2.02. (6) Drug 1: CC=C1C(=O)NC(C(=O)OC2CC(=O)NC(C(=O)NC(CSSCCC=C2)C(=O)N1)C(C)C)C(C)C. Drug 2: C1CC(=O)NC(=O)C1N2C(=O)C3=CC=CC=C3C2=O. Cell line: 786-0. Synergy scores: CSS=22.0, Synergy_ZIP=-0.236, Synergy_Bliss=-1.37, Synergy_Loewe=-36.1, Synergy_HSA=-1.93. (7) Drug 1: CC1=C(C=C(C=C1)NC2=NC=CC(=N2)N(C)C3=CC4=NN(C(=C4C=C3)C)C)S(=O)(=O)N.Cl. Drug 2: CCCS(=O)(=O)NC1=C(C(=C(C=C1)F)C(=O)C2=CNC3=C2C=C(C=N3)C4=CC=C(C=C4)Cl)F. Cell line: 786-0. Synergy scores: CSS=3.27, Synergy_ZIP=0.251, Synergy_Bliss=6.49, Synergy_Loewe=6.03, Synergy_HSA=6.24. (8) Drug 1: CC12CCC(CC1=CCC3C2CCC4(C3CC=C4C5=CN=CC=C5)C)O. Drug 2: CN(CC1=CN=C2C(=N1)C(=NC(=N2)N)N)C3=CC=C(C=C3)C(=O)NC(CCC(=O)O)C(=O)O. Cell line: MALME-3M. Synergy scores: CSS=2.42, Synergy_ZIP=-2.15, Synergy_Bliss=-1.04, Synergy_Loewe=-3.56, Synergy_HSA=-2.92. (9) Drug 1: CC1=C2C(C(=O)C3(C(CC4C(C3C(C(C2(C)C)(CC1OC(=O)C(C(C5=CC=CC=C5)NC(=O)OC(C)(C)C)O)O)OC(=O)C6=CC=CC=C6)(CO4)OC(=O)C)O)C)O. Drug 2: CC1=C(C(=O)C2=C(C1=O)N3CC4C(C3(C2COC(=O)N)OC)N4)N. Cell line: HOP-92. Synergy scores: CSS=1.35, Synergy_ZIP=-1.88, Synergy_Bliss=2.68, Synergy_Loewe=-2.94, Synergy_HSA=-0.588. (10) Drug 1: CC1=C(C(CCC1)(C)C)C=CC(=CC=CC(=CC(=O)O)C)C. Drug 2: C1CC(=O)NC(=O)C1N2C(=O)C3=CC=CC=C3C2=O. Cell line: MDA-MB-435. Synergy scores: CSS=3.08, Synergy_ZIP=-0.468, Synergy_Bliss=-1.37, Synergy_Loewe=0.596, Synergy_HSA=-3.26.